From a dataset of Forward reaction prediction with 1.9M reactions from USPTO patents (1976-2016). Predict the product of the given reaction. (1) The product is: [C:1]([OH:9])(=[O:8])[C:2]([CH2:4][C:5]([OH:7])=[O:6])=[CH2:3].[OH:12][CH2:13][CH:14]([CH2:16][OH:17])[OH:15]. Given the reactants [C:1]([OH:9])(=[O:8])[C:2]([CH2:4][C:5]([OH:7])=[O:6])=[CH2:3].[H][H].[OH:12][CH2:13][CH:14]([CH2:16][OH:17])[OH:15], predict the reaction product. (2) Given the reactants [OH:1][C:2]1[C:10]([N+:11]([O-])=O)=[CH:9][CH:8]=[C:7]([O:14][CH3:15])[C:3]=1[C:4]([NH2:6])=[O:5], predict the reaction product. The product is: [NH2:11][C:10]1[C:2]([OH:1])=[C:3]([C:7]([O:14][CH3:15])=[CH:8][CH:9]=1)[C:4]([NH2:6])=[O:5]. (3) Given the reactants [O:1]1[C:5]([C:6]2[CH:11]=[CH:10][C:9]([NH:12][N:13]=[CH:14][C:15]3[CH:29]=[CH:28][C:18]([O:19][CH2:20][C:21]([O:23]C(C)(C)C)=[O:22])=[CH:17][CH:16]=3)=[CH:8][CH:7]=2)=[CH:4][N:3]=[CH:2]1.FC(F)(F)C(O)=O, predict the reaction product. The product is: [O:1]1[C:5]([C:6]2[CH:11]=[CH:10][C:9]([NH:12][N:13]=[CH:14][C:15]3[CH:16]=[CH:17][C:18]([O:19][CH2:20][C:21]([OH:23])=[O:22])=[CH:28][CH:29]=3)=[CH:8][CH:7]=2)=[CH:4][N:3]=[CH:2]1. (4) The product is: [Cl:24][C:25]1[C:26]([C:17]2[CH:16]=[C:15]([NH:7][CH2:8][CH:9]3[CH2:10][CH2:11][O:12][CH2:13][CH2:14]3)[CH:20]=[CH:19][C:18]=2[F:21])=[CH:27][C:28]([NH2:42])=[N:29][CH:30]=1. Given the reactants C(OC(=O)[N:7]([C:15]1[CH:20]=[CH:19][C:18]([F:21])=[C:17](Br)[CH:16]=1)[CH2:8][CH:9]1[CH2:14][CH2:13][O:12][CH2:11][CH2:10]1)(C)(C)C.[Cl:24][C:25]1[C:26](B(O)O)=[CH:27][C:28](F)=[N:29][CH:30]=1.C(=O)([O-])[O-].[Na+].[Na+].C[N:42](C=O)C, predict the reaction product. (5) Given the reactants [Br:1][C:2]1[CH:7]=[CH:6][N:5]=[C:4]([C:8]([O:10]C)=O)[CH:3]=1.Cl.[CH:13]([C:16]1[CH:21]=[CH:20][C:19]([NH2:22])=[CH:18][C:17]=1[CH3:23])([CH3:15])[CH3:14].CN(C(ON1N=NC2C=CC=NC1=2)=[N+](C)C)C.F[P-](F)(F)(F)(F)F.CCN(C(C)C)C(C)C, predict the reaction product. The product is: [Br:1][C:2]1[CH:7]=[CH:6][N:5]=[C:4]([C:8]([NH:22][C:19]2[CH:20]=[CH:21][C:16]([CH:13]([CH3:14])[CH3:15])=[C:17]([CH3:23])[CH:18]=2)=[O:10])[CH:3]=1. (6) Given the reactants [C:1](Cl)(=[O:5])[C:2](Cl)=[O:3].[CH2:7]([NH:9][C:10]([NH:12][C:13]1[CH:18]=[CH:17][C:16]([F:19])=[CH:15][CH:14]=1)=[S:11])[CH3:8], predict the reaction product. The product is: [CH2:7]([N:9]1[C:2](=[O:3])[C:1](=[O:5])[N:12]([C:13]2[CH:18]=[CH:17][C:16]([F:19])=[CH:15][CH:14]=2)[C:10]1=[S:11])[CH3:8].